From a dataset of Reaction yield outcomes from USPTO patents with 853,638 reactions. Predict the reaction yield, written as a fraction of the theoretical maximum amount of product (1.0 means a 100% yield; for example, 0.34 means a 34% yield). (1) The reactants are [Br:1][C:2]1[C:10]2[C:5](=[N:6][CH:7]=[CH:8][C:9]=2[O:11][C:12]2[CH:17]=[CH:16][C:15]([NH2:18])=[CH:14][C:13]=2[F:19])[N:4]([CH2:20][O:21][CH2:22][CH2:23][Si:24]([CH3:27])([CH3:26])[CH3:25])[CH:3]=1.[F:28][C:29]1[CH:37]=[CH:36][CH:35]=[C:34]([O:38][CH3:39])[C:30]=1[C:31](O)=[O:32].CN(C(ON1N=NC2C=CC=NC1=2)=[N+](C)C)C.F[P-](F)(F)(F)(F)F.CCN(C(C)C)C(C)C. The catalyst is CN(C=O)C.CN(C1C=CN=CC=1)C.CCOC(C)=O. The product is [Br:1][C:2]1[C:10]2[C:5](=[N:6][CH:7]=[CH:8][C:9]=2[O:11][C:12]2[CH:17]=[CH:16][C:15]([NH:18][C:31](=[O:32])[C:30]3[C:34]([O:38][CH3:39])=[CH:35][CH:36]=[CH:37][C:29]=3[F:28])=[CH:14][C:13]=2[F:19])[N:4]([CH2:20][O:21][CH2:22][CH2:23][Si:24]([CH3:27])([CH3:26])[CH3:25])[CH:3]=1. The yield is 0.720. (2) The reactants are [Br:1][C:2]1[CH:11]=[CH:10][C:5]([C:6](=O)[CH2:7]Br)=[CH:4][CH:3]=1.[CH:12]1([CH2:15][NH:16][C:17]([NH2:19])=[S:18])[CH2:14][CH2:13]1.C(=O)(O)[O-].[Na+]. The catalyst is C(O)C. The product is [Br:1][C:2]1[CH:11]=[CH:10][C:5]([C:6]2[N:19]=[C:17]([NH:16][CH2:15][CH:12]3[CH2:14][CH2:13]3)[S:18][CH:7]=2)=[CH:4][CH:3]=1. The yield is 0.910. (3) The reactants are FC(F)(F)S(O[C:7]1[N:12]=[N:11][C:10]2[O:13][CH2:14][CH2:15][CH2:16][C:9]=2[CH:8]=1)(=O)=O.C(=O)([O-])[O-].[K+].[K+].O.[CH:26](B1OB(C=C)OB(C=C)O1)=[CH2:27]. The catalyst is COCCOC.C1C=CC([P]([Pd]([P](C2C=CC=CC=2)(C2C=CC=CC=2)C2C=CC=CC=2)([P](C2C=CC=CC=2)(C2C=CC=CC=2)C2C=CC=CC=2)[P](C2C=CC=CC=2)(C2C=CC=CC=2)C2C=CC=CC=2)(C2C=CC=CC=2)C2C=CC=CC=2)=CC=1. The product is [CH:26]([C:7]1[N:12]=[N:11][C:10]2[O:13][CH2:14][CH2:15][CH2:16][C:9]=2[CH:8]=1)=[CH2:27]. The yield is 0.770. (4) The reactants are [C:1]1([CH2:7][CH2:8][C:9]([OH:11])=O)[CH:6]=[CH:5][CH:4]=[CH:3][CH:2]=1.[NH2:12][C@H:13]([CH2:17]O)[CH:14]([CH3:16])[CH3:15]. The catalyst is ClC1C=CC=CC=1. The product is [CH:14]([C@H:13]1[CH2:17][O:11][C:9]([CH2:8][CH2:7][C:1]2[CH:2]=[CH:3][CH:4]=[CH:5][CH:6]=2)=[N:12]1)([CH3:16])[CH3:15]. The yield is 0.860. (5) The reactants are [O:1]1[CH2:6][CH2:5][CH:4]([CH2:7][CH2:8]OS(C2C=CC(C)=CC=2)(=O)=O)[CH2:3][CH2:2]1.C[O-].[Na+].[CH2:23]([O:25][C:26](=[O:34])[C:27]([S:30]C(=O)C)([CH3:29])[CH3:28])[CH3:24]. The catalyst is C(O)C. The product is [CH2:23]([O:25][C:26](=[O:34])[C:27]([CH3:29])([S:30][CH2:8][CH2:7][CH:4]1[CH2:3][CH2:2][O:1][CH2:6][CH2:5]1)[CH3:28])[CH3:24]. The yield is 1.00. (6) The reactants are [CH3:1][O:2][C:3]1[CH:4]=[C:5]2[C:10](=[CH:11][CH:12]=1)[C:9](=[O:13])[CH2:8][CH2:7][CH2:6]2.[NH:14]1[CH2:18][CH2:17][CH2:16][CH2:15]1.[CH2:19]=O. No catalyst specified. The product is [CH3:1][O:2][C:3]1[CH:4]=[C:5]2[C:10](=[CH:11][CH:12]=1)[C:9](=[O:13])[CH:8]([CH2:19][N:14]1[CH2:18][CH2:17][CH2:16][CH2:15]1)[CH2:7][CH2:6]2. The yield is 0.860. (7) The reactants are [Si]([O:8][C:9]1[CH:14]=[CH:13][C:12]([C:15](=O)[CH2:16][C:17](=O)[C:18]([F:21])([F:20])[F:19])=[CH:11][C:10]=1[CH2:24][CH3:25])(C(C)(C)C)(C)C.Cl.F[C:28]1[CH:33]=[C:32]([S:34]([CH3:37])(=[O:36])=[O:35])[CH:31]=[CH:30][C:29]=1[NH:38][NH2:39].O.[F-:41].C([N+](CCCC)(CCCC)CCCC)CCC. The catalyst is C(O)C. The product is [CH2:24]([C:10]1[CH:11]=[C:12]([C:15]2[N:38]([C:29]3[CH:30]=[CH:31][C:32]([S:34]([CH3:37])(=[O:36])=[O:35])=[C:33]([F:41])[CH:28]=3)[N:39]=[C:17]([C:18]([F:19])([F:20])[F:21])[CH:16]=2)[CH:13]=[CH:14][C:9]=1[OH:8])[CH3:25]. The yield is 0.160.